This data is from Full USPTO retrosynthesis dataset with 1.9M reactions from patents (1976-2016). The task is: Predict the reactants needed to synthesize the given product. (1) Given the product [C:14]([C:11]1[CH:10]=[C:7]([CH:8]=[C:27]([C:24]2[CH:23]=[CH:22][C:21]([O:20][C:19]([F:30])([F:31])[F:18])=[CH:26][CH:25]=2)[C:28]#[N:29])[CH:6]=[C:5]([C:1]([CH3:4])([CH3:3])[CH3:2])[C:12]=1[OH:13])([CH3:17])([CH3:16])[CH3:15], predict the reactants needed to synthesize it. The reactants are: [C:1]([C:5]1[CH:6]=[C:7]([CH:10]=[C:11]([C:14]([CH3:17])([CH3:16])[CH3:15])[C:12]=1[OH:13])[CH:8]=O)([CH3:4])([CH3:3])[CH3:2].[F:18][C:19]([F:31])([F:30])[O:20][C:21]1[CH:26]=[CH:25][C:24]([CH2:27][C:28]#[N:29])=[CH:23][CH:22]=1. (2) Given the product [CH3:40][N:38]1[CH:39]=[C:35]([C:32]2[CH:33]=[C:34]3[C:26]([C:24]4[N:25]=[C:20]([N:1]5[CH2:7][CH2:6][CH2:5][C@H:4]([NH:8][C:9](=[O:18])[O:10][CH2:11][C:12]6[CH:13]=[CH:14][CH:15]=[CH:16][CH:17]=6)[CH2:3][CH2:2]5)[CH:21]=[CH:22][CH:23]=4)=[N:27][N:28]([CH:41]4[CH2:46][CH2:45][CH2:44][CH2:43][O:42]4)[C:29]3=[CH:30][N:31]=2)[CH:36]=[N:37]1, predict the reactants needed to synthesize it. The reactants are: [NH:1]1[CH2:7][CH2:6][CH2:5][C@H:4]([NH:8][C:9](=[O:18])[O:10][CH2:11][C:12]2[CH:17]=[CH:16][CH:15]=[CH:14][CH:13]=2)[CH2:3][CH2:2]1.F[C:20]1[N:25]=[C:24]([C:26]2[C:34]3[C:29](=[CH:30][N:31]=[C:32]([C:35]4[CH:36]=[N:37][N:38]([CH3:40])[CH:39]=4)[CH:33]=3)[N:28]([CH:41]3[CH2:46][CH2:45][CH2:44][CH2:43][O:42]3)[N:27]=2)[CH:23]=[CH:22][CH:21]=1. (3) Given the product [NH2:1][C:2]1[N:7]=[CH:6][N:5]=[C:4]2[N:8]([CH2:25][C@@H:26]3[CH2:30][CH2:29][CH2:28][N:27]3[C:31]([C:32](=[CH:39][CH:36]3[CH2:38][CH2:37]3)[C:33]#[N:34])=[O:35])[N:9]=[C:10]([C:11]3[CH:16]=[CH:15][C:14]([O:17][C:18]4[CH:19]=[CH:20][CH:21]=[CH:22][CH:23]=4)=[CH:13][C:12]=3[F:24])[C:3]=12, predict the reactants needed to synthesize it. The reactants are: [NH2:1][C:2]1[N:7]=[CH:6][N:5]=[C:4]2[N:8]([CH2:25][C@@H:26]3[CH2:30][CH2:29][CH2:28][N:27]3[C:31](=[O:35])[CH2:32][C:33]#[N:34])[N:9]=[C:10]([C:11]3[CH:16]=[CH:15][C:14]([O:17][C:18]4[CH:23]=[CH:22][CH:21]=[CH:20][CH:19]=4)=[CH:13][C:12]=3[F:24])[C:3]=12.[CH:36]1([CH:39]=O)[CH2:38][CH2:37]1.N1CCCCC1. (4) Given the product [C:1]([O:5][C:6](=[O:17])[NH:7][C:8]1[CH:13]=[C:12]([F:14])[C:11]([Cl:15])=[CH:10][C:9]=1[NH:16][C:23](=[O:22])[CH2:24][C:25](=[O:38])[C:26]1[CH:31]=[CH:30][CH:29]=[C:28]([C:32]2[CH:33]=[CH:34][N:35]=[CH:36][CH:37]=2)[CH:27]=1)([CH3:4])([CH3:2])[CH3:3], predict the reactants needed to synthesize it. The reactants are: [C:1]([O:5][C:6](=[O:17])[NH:7][C:8]1[CH:13]=[C:12]([F:14])[C:11]([Cl:15])=[CH:10][C:9]=1[NH2:16])([CH3:4])([CH3:3])[CH3:2].C([O:22][C:23](=O)[CH2:24][C:25](=[O:38])[C:26]1[CH:31]=[CH:30][CH:29]=[C:28]([C:32]2[CH:37]=[CH:36][N:35]=[CH:34][CH:33]=2)[CH:27]=1)(C)(C)C. (5) Given the product [F:29][C:2]([F:1])([F:28])[CH:3]([CH3:27])[CH:4]([C:10]1[CH:15]=[CH:14][C:13]([CH2:16][N:17]2[CH2:25][C:24]3[C:19](=[CH:20][CH:21]=[CH:22][CH:23]=3)[C:18]2=[O:26])=[CH:12][CH:11]=1)[C:5]([OH:7])=[O:6], predict the reactants needed to synthesize it. The reactants are: [F:1][C:2]([F:29])([F:28])[CH:3]([CH3:27])[CH:4]([C:10]1[CH:15]=[CH:14][C:13]([CH2:16][N:17]2[CH2:25][C:24]3[C:19](=[CH:20][CH:21]=[CH:22][CH:23]=3)[C:18]2=[O:26])=[CH:12][CH:11]=1)[C:5]([O:7]CC)=[O:6].CO.[OH-].[Li+].Cl.